From a dataset of Reaction yield outcomes from USPTO patents with 853,638 reactions. Predict the reaction yield, written as a fraction of the theoretical maximum amount of product (1.0 means a 100% yield; for example, 0.34 means a 34% yield). (1) The reactants are [CH:1]([C:4]1[CH:5]=[CH:6][C:7]([CH3:11])=[C:8]([OH:10])[CH:9]=1)([CH3:3])[CH3:2].[S-:12][C:13]#[N:14].[Na+].[Br-].[Na+].BrBr. The catalyst is CO. The product is [CH:1]([C:4]1[C:5]([S:12][C:13]#[N:14])=[CH:6][C:7]([CH3:11])=[C:8]([OH:10])[CH:9]=1)([CH3:3])[CH3:2]. The yield is 0.570. (2) The reactants are [N:1]1([C:6]2([C:11]#[N:12])[CH2:10][CH2:9][CH2:8][CH2:7]2)[CH2:5][CH:4]=[CH:3][CH2:2]1.[C:13]1([Li])[CH:18]=[CH:17][CH:16]=[CH:15][CH:14]=1.C(OCCCC)CCC.[BH4-].[Na+].NC(C1C=CC=CC=1)C1(N(C)C)CCCC1. The catalyst is C1COCC1.CO. The product is [N:1]1([C:6]2([CH:11]([NH2:12])[C:13]3[CH:18]=[CH:17][CH:16]=[CH:15][CH:14]=3)[CH2:10][CH2:9][CH2:8][CH2:7]2)[CH2:5][CH:4]=[CH:3][CH2:2]1. The yield is 0.450. (3) The reactants are [Br:1][C:2]1[C:3]([F:12])=[C:4]2[C:10]([NH2:11])=[CH:9][NH:8][C:5]2=[N:6][CH:7]=1.[CH:13]1([C:16](Cl)=[O:17])[CH2:15][CH2:14]1.O.[OH-].[Li+]. The catalyst is N1C=CC=CC=1.C1COCC1.O. The product is [Br:1][C:2]1[C:3]([F:12])=[C:4]2[C:10]([NH:11][C:16]([CH:13]3[CH2:15][CH2:14]3)=[O:17])=[CH:9][NH:8][C:5]2=[N:6][CH:7]=1. The yield is 0.640. (4) The reactants are FC1C=C(C=C(F)C=1)NC.Br.BrC([C:15]1[CH:16]=[C:17]([C:32]([N:34]2[CH2:38][CH2:37][CH2:36][CH2:35]2)=[O:33])[CH:18]=[C:19]2[C:24]=1[O:23][C:22]([N:25]1[CH2:30][CH2:29][O:28][CH2:27][CH2:26]1)=[CH:21][C:20]2=[O:31])C.[I-].[K+].CO. The catalyst is C(#N)C.O. The product is [O:28]1[CH2:27][CH2:26][N:25]([C:22]2[O:23][C:24]3[C:19]([C:20](=[O:31])[CH:21]=2)=[CH:18][C:17]([C:32]([N:34]2[CH2:35][CH2:36][CH2:37][CH2:38]2)=[O:33])=[CH:16][CH:15]=3)[CH2:30][CH2:29]1. The yield is 0.600. (5) The reactants are [Cl-].O[NH3+:3].[C:4](=[O:7])([O-])[OH:5].[Na+].CS(C)=O.[CH2:13]([C:17]1[N:22]2[N:23]=[C:24]([CH3:26])[N:25]=[C:21]2[N:20]([CH:27]2[CH2:32][CH2:31][O:30][C:29]([CH3:34])([CH3:33])[CH2:28]2)[C:19](=[O:35])[C:18]=1[CH2:36][C:37]1[CH:42]=[CH:41][C:40]([C:43]2[C:44]([C:49]#[N:50])=[CH:45][CH:46]=[CH:47][CH:48]=2)=[CH:39][CH:38]=1)[CH2:14][CH2:15][CH3:16]. The catalyst is C(OCC)(=O)C. The product is [CH2:13]([C:17]1[N:22]2[N:23]=[C:24]([CH3:26])[N:25]=[C:21]2[N:20]([CH:27]2[CH2:32][CH2:31][O:30][C:29]([CH3:33])([CH3:34])[CH2:28]2)[C:19](=[O:35])[C:18]=1[CH2:36][C:37]1[CH:38]=[CH:39][C:40]([C:43]2[CH:48]=[CH:47][CH:46]=[CH:45][C:44]=2[C:49]2[NH:3][C:4](=[O:7])[O:5][N:50]=2)=[CH:41][CH:42]=1)[CH2:14][CH2:15][CH3:16]. The yield is 0.580. (6) The reactants are [C:1]1([C:7]2[NH:11][C:10]([C:12]3[CH:13]=[C:14]4[C:19](=[CH:20][CH:21]=3)[CH:18]=[C:17]([OH:22])[CH:16]=[CH:15]4)=[CH:9][CH:8]=2)[CH:6]=[CH:5][CH:4]=[CH:3][CH:2]=1.Br[CH2:24][C:25]1[CH:34]=[CH:33][C:28]([C:29]([O:31][CH3:32])=[O:30])=[CH:27][C:26]=1[C:35]([O:37][CH3:38])=[O:36].C(=O)([O-])[O-].[Cs+].[Cs+]. The catalyst is CC(C)=O. The product is [C:1]1([C:7]2[NH:11][C:10]([C:12]3[CH:13]=[C:14]4[C:19](=[CH:20][CH:21]=3)[CH:18]=[C:17]([O:22][CH2:24][C:25]3[CH:34]=[CH:33][C:28]([C:29]([O:31][CH3:32])=[O:30])=[CH:27][C:26]=3[C:35]([O:37][CH3:38])=[O:36])[CH:16]=[CH:15]4)=[CH:9][CH:8]=2)[CH:2]=[CH:3][CH:4]=[CH:5][CH:6]=1. The yield is 0.810.